Dataset: Merck oncology drug combination screen with 23,052 pairs across 39 cell lines. Task: Regression. Given two drug SMILES strings and cell line genomic features, predict the synergy score measuring deviation from expected non-interaction effect. (1) Drug 1: O=S1(=O)NC2(CN1CC(F)(F)F)C1CCC2Cc2cc(C=CCN3CCC(C(F)(F)F)CC3)ccc2C1. Drug 2: Cn1c(=O)n(-c2ccc(C(C)(C)C#N)cc2)c2c3cc(-c4cnc5ccccc5c4)ccc3ncc21. Cell line: CAOV3. Synergy scores: synergy=47.3. (2) Drug 1: O=S1(=O)NC2(CN1CC(F)(F)F)C1CCC2Cc2cc(C=CCN3CCC(C(F)(F)F)CC3)ccc2C1. Drug 2: C=CCn1c(=O)c2cnc(Nc3ccc(N4CCN(C)CC4)cc3)nc2n1-c1cccc(C(C)(C)O)n1. Cell line: NCIH2122. Synergy scores: synergy=-0.218. (3) Drug 1: O=C(O)C1(Cc2cccc(Nc3nccs3)n2)CCC(Oc2cccc(Cl)c2F)CC1. Drug 2: NC(=O)c1cccc2cn(-c3ccc(C4CCCNC4)cc3)nc12. Cell line: NCIH460. Synergy scores: synergy=-0.427.